Predict the reaction yield, written as a fraction of the theoretical maximum amount of product (1.0 means a 100% yield; for example, 0.34 means a 34% yield). From a dataset of Reaction yield outcomes from USPTO patents with 853,638 reactions. (1) The reactants are [C:1]([C:5]1[C:6]([OH:19])=[C:7]([CH:12]=[C:13](C(C)(C)C)[CH:14]=1)[C:8]([O:10][CH3:11])=[O:9])([CH3:4])([CH3:3])[CH3:2].[N+:20]([O-])([OH:22])=[O:21].O. The catalyst is C(O)(=O)C. The product is [C:1]([C:5]1[C:6]([OH:19])=[C:7]([CH:12]=[C:13]([N+:20]([O-:22])=[O:21])[CH:14]=1)[C:8]([O:10][CH3:11])=[O:9])([CH3:4])([CH3:3])[CH3:2]. The yield is 0.890. (2) The reactants are [C:1]([O:5][C:6]([N:8]1[C:16]2[C:11](=[CH:12][C:13]([CH2:17][OH:18])=[CH:14][CH:15]=2)[CH:10]=[C:9]1[C:19]1[C:20]2[S:33][CH:32]=[CH:31][C:21]=2[N:22]([C:24]([O:26][C:27]([CH3:30])([CH3:29])[CH3:28])=[O:25])[N:23]=1)=[O:7])([CH3:4])([CH3:3])[CH3:2].CC(OI1(OC(C)=O)(OC(C)=O)OC(=O)C2C=CC=CC1=2)=O.O.C(OCC)(=O)C. The catalyst is ClCCl. The product is [C:1]([O:5][C:6]([N:8]1[C:16]2[C:11](=[CH:12][C:13]([CH:17]=[O:18])=[CH:14][CH:15]=2)[CH:10]=[C:9]1[C:19]1[C:20]2[S:33][CH:32]=[CH:31][C:21]=2[N:22]([C:24]([O:26][C:27]([CH3:30])([CH3:29])[CH3:28])=[O:25])[N:23]=1)=[O:7])([CH3:4])([CH3:2])[CH3:3]. The yield is 0.810. (3) The reactants are C(OC(=O)[N:7]([C:19]1[CH:24]=[CH:23][C:22]([NH2:25])=[C:21]([CH3:26])[CH:20]=1)[CH2:8][C:9]1[CH:14]=[CH:13][C:12]([C:15]([F:18])([F:17])[F:16])=[CH:11][CH:10]=1)(C)(C)C.N1C=CC=CC=1.[C:34](Cl)(=[O:38])[CH2:35][CH2:36][CH3:37]. The catalyst is O1CCCC1.C(OCC)(=O)C. The product is [CH3:26][C:21]1[CH:20]=[C:19]([NH:7][CH2:8][C:9]2[CH:14]=[CH:13][C:12]([C:15]([F:16])([F:17])[F:18])=[CH:11][CH:10]=2)[CH:24]=[CH:23][C:22]=1[NH:25][C:34](=[O:38])[CH2:35][CH2:36][CH3:37]. The yield is 0.490.